From a dataset of Full USPTO retrosynthesis dataset with 1.9M reactions from patents (1976-2016). Predict the reactants needed to synthesize the given product. (1) Given the product [Br:19][C:7]1[C:6]([CH:8]([F:9])[F:10])=[N:5][NH:4][C:3]=1[CH:2]([F:1])[F:11], predict the reactants needed to synthesize it. The reactants are: [F:1][CH:2]([F:11])[C:3]1[CH:7]=[C:6]([CH:8]([F:10])[F:9])[NH:5][N:4]=1.C1C(=O)N([Br:19])C(=O)C1. (2) Given the product [C:40]([N:8]1[CH2:9][CH:10]([C:11]2[CH:16]=[CH:15][C:14]([NH:17][C:18](=[O:39])[CH2:19][C:20]3[CH:25]=[CH:24][C:23]([NH:26][C:27]([NH:29][C:30]4[CH:35]=[CH:34][CH:33]=[CH:32][C:31]=4[CH3:36])=[O:28])=[C:22]([O:37][CH3:38])[CH:21]=3)=[CH:13][CH:12]=2)[CH:6]([C:4]([OH:5])=[O:3])[CH2:7]1)(=[O:47])[C:41]1[CH:42]=[CH:43][CH:44]=[CH:45][CH:46]=1, predict the reactants needed to synthesize it. The reactants are: C([O:3][C:4]([CH:6]1[CH:10]([C:11]2[CH:16]=[CH:15][C:14]([NH:17][C:18](=[O:39])[CH2:19][C:20]3[CH:25]=[CH:24][C:23]([NH:26][C:27]([NH:29][C:30]4[CH:35]=[CH:34][CH:33]=[CH:32][C:31]=4[CH3:36])=[O:28])=[C:22]([O:37][CH3:38])[CH:21]=3)=[CH:13][CH:12]=2)[CH2:9][N:8]([C:40](=[O:47])[C:41]2[CH:46]=[CH:45][CH:44]=[CH:43][CH:42]=2)[CH2:7]1)=[O:5])C.[OH-].[Na+]. (3) Given the product [NH2:18][C:17]1[N:11]([C:7]2[CH:6]=[C:5]([CH:10]=[CH:9][CH:8]=2)[C:4]([O:3][CH2:1][CH3:2])=[O:13])[N:12]=[C:15]([C:19]2[CH:24]=[CH:23][CH:22]=[CH:21][CH:20]=2)[CH:16]=1, predict the reactants needed to synthesize it. The reactants are: [CH2:1]([O:3][C:4](=[O:13])[C:5]1[CH:10]=[CH:9][CH:8]=[C:7]([NH:11][NH2:12])[CH:6]=1)[CH3:2].O=[C:15]([C:19]1[CH:24]=[CH:23][CH:22]=[CH:21][CH:20]=1)[CH2:16][C:17]#[N:18].Cl. (4) The reactants are: [SH:1][CH2:2][C:3]([O:5]CC)=[O:4].[Na].Cl[C:10]([CH3:20])=[C:11]([C:14]1[CH:19]=[CH:18][CH:17]=[CH:16][CH:15]=1)[CH:12]=O.[Li+].[OH-]. Given the product [CH3:20][C:10]1[S:1][C:2]([C:3]([OH:5])=[O:4])=[CH:12][C:11]=1[C:14]1[CH:19]=[CH:18][CH:17]=[CH:16][CH:15]=1, predict the reactants needed to synthesize it. (5) Given the product [F:25][C:23]([F:24])([F:26])[C:15]1[CH:14]=[C:13]([CH:18]=[C:17]([C:19]([F:22])([F:20])[F:21])[CH:16]=1)[CH2:12][N:5]([CH2:4][C:3]1[CH:27]=[CH:28][CH:29]=[CH:30][C:2]=1[Br:1])[C:6]1[N:7]=[N:8][N:9]([CH3:11])[N:10]=1, predict the reactants needed to synthesize it. The reactants are: [Br:1][C:2]1[CH:30]=[CH:29][C:28](C(F)(F)F)=[CH:27][C:3]=1[CH2:4][N:5]([CH2:12][C:13]1[CH:18]=[C:17]([C:19]([F:22])([F:21])[F:20])[CH:16]=[C:15]([C:23]([F:26])([F:25])[F:24])[CH:14]=1)[C:6]1[N:7]=[N:8][N:9]([CH3:11])[N:10]=1.BrC1C=CC=CC=1CBr. (6) The reactants are: CS(O[CH:6]([C:15]1[CH:16]=[N:17][C:18]([NH:21][C:22]([C:24]2([C:27]3[CH:35]=[CH:34][C:30]4[O:31][CH2:32][O:33][C:29]=4[CH:28]=3)[CH2:26][CH2:25]2)=[O:23])=[CH:19][CH:20]=1)[C:7]1[CH:12]=[CH:11][CH:10]=[CH:9][C:8]=1[O:13][CH3:14])(=O)=O.[CH2:36]([NH:38][CH2:39][CH3:40])[CH3:37].O1C2C=CC(C3(C(NC4C=CC(C(N(C)C)C5C=CC=CC=5OC)=CN=4)=O)CC3)=CC=2OC1. Given the product [O:31]1[C:30]2[CH:34]=[CH:35][C:27]([C:24]3([C:22]([NH:21][C:18]4[CH:19]=[CH:20][C:15]([CH:6]([N:38]([CH2:39][CH3:40])[CH2:36][CH3:37])[C:7]5[CH:12]=[CH:11][CH:10]=[CH:9][C:8]=5[O:13][CH3:14])=[CH:16][N:17]=4)=[O:23])[CH2:26][CH2:25]3)=[CH:28][C:29]=2[O:33][CH2:32]1, predict the reactants needed to synthesize it.